From a dataset of Full USPTO retrosynthesis dataset with 1.9M reactions from patents (1976-2016). Predict the reactants needed to synthesize the given product. (1) Given the product [Br:1][C:2]1[N:7]=[C:6]([CH:8]([OH:10])[CH3:9])[CH:5]=[CH:4][CH:3]=1, predict the reactants needed to synthesize it. The reactants are: [Br:1][C:2]1[N:7]=[C:6]([C:8](=[O:10])[CH3:9])[CH:5]=[CH:4][CH:3]=1.[BH4-].[Na+]. (2) Given the product [CH3:21][O:20][C:16]([C:17]1[S:18][C:8]2=[N:9][CH:10]=[C:11]([I:13])[CH:12]=[C:7]2[C:6]=1[OH:15])=[O:19], predict the reactants needed to synthesize it. The reactants are: C[O-].[Na+].CO[C:6](=[O:15])[C:7]1[CH:12]=[C:11]([I:13])[CH:10]=[N:9][C:8]=1Cl.[C:16]([O:20][CH3:21])(=[O:19])[CH2:17][SH:18].O.